This data is from CYP2C19 inhibition data for predicting drug metabolism from PubChem BioAssay. The task is: Regression/Classification. Given a drug SMILES string, predict its absorption, distribution, metabolism, or excretion properties. Task type varies by dataset: regression for continuous measurements (e.g., permeability, clearance, half-life) or binary classification for categorical outcomes (e.g., BBB penetration, CYP inhibition). Dataset: cyp2c19_veith. (1) The result is 1 (inhibitor). The drug is CCCn1c(/C=C/c2ccccc2)nc2ccccc21. (2) The compound is CC(=O)c1cccc(NC(=O)CSCc2ccccc2)c1. The result is 1 (inhibitor). (3) The molecule is CN1CCN(c2ncc3nc(-c4ccccc4)c(=O)n(-c4ccccc4)c3n2)CC1. The result is 0 (non-inhibitor).